This data is from Full USPTO retrosynthesis dataset with 1.9M reactions from patents (1976-2016). The task is: Predict the reactants needed to synthesize the given product. (1) Given the product [N:23]([CH:6]1[CH2:9][N:8]([C:10]([N:12]2[CH2:18][CH2:17][CH2:16][N:15]([CH:19]3[CH2:22][CH2:21][CH2:20]3)[CH2:14][CH2:13]2)=[O:11])[CH2:7]1)=[N+:24]=[N-:25], predict the reactants needed to synthesize it. The reactants are: CS(O[CH:6]1[CH2:9][N:8]([C:10]([N:12]2[CH2:18][CH2:17][CH2:16][N:15]([CH:19]3[CH2:22][CH2:21][CH2:20]3)[CH2:14][CH2:13]2)=[O:11])[CH2:7]1)(=O)=O.[N-:23]=[N+:24]=[N-:25].[Na+]. (2) Given the product [NH:26]1[C:30]2[CH:31]=[CH:32][C:33]([NH:35][C:2]3[C:11]4=[N:12][NH:13][CH:14]=[C:10]4[C:9]4[CH:8]=[CH:7][C:6]([O:24][CH3:25])=[CH:5][C:4]=4[N:3]=3)=[CH:34][C:29]=2[N:28]=[CH:27]1, predict the reactants needed to synthesize it. The reactants are: Cl[C:2]1[C:11]2=[N:12][N:13](CC3C=CC(OC)=CC=3)[CH:14]=[C:10]2[C:9]2[CH:8]=[CH:7][C:6]([O:24][CH3:25])=[CH:5][C:4]=2[N:3]=1.[NH:26]1[C:30]2[CH:31]=[CH:32][C:33]([NH2:35])=[CH:34][C:29]=2[N:28]=[CH:27]1.Cl. (3) Given the product [F:40][CH:2]([F:1])[C:3]1[N:7]([C:8]2[N:13]=[C:12]([N:14]3[CH2:15][CH2:16][O:17][CH2:18][CH2:19]3)[N:11]=[C:10]([NH:20][CH:21]3[CH2:26][CH2:25][NH:24][CH2:23][CH2:22]3)[N:9]=2)[C:6]2[CH:34]=[CH:35][CH:36]=[C:37]([O:38][CH3:39])[C:5]=2[N:4]=1, predict the reactants needed to synthesize it. The reactants are: [F:1][CH:2]([F:40])[C:3]1[N:7]([C:8]2[N:13]=[C:12]([N:14]3[CH2:19][CH2:18][O:17][CH2:16][CH2:15]3)[N:11]=[C:10]([NH:20][CH:21]3[CH2:26][CH2:25][N:24](C(OC(C)(C)C)=O)[CH2:23][CH2:22]3)[N:9]=2)[C:6]2[CH:34]=[CH:35][CH:36]=[C:37]([O:38][CH3:39])[C:5]=2[N:4]=1.C(O)(C(F)(F)F)=O. (4) Given the product [ClH:1].[CH3:2][C:3]1[CH:8]=[CH:7][C:6]([CH:9]2[CH2:10][CH2:11][N:12]([CH2:15][CH2:16][CH3:17])[CH2:13][CH2:14]2)=[C:5]([CH:18]2[CH2:19][C:20]([CH3:27])([CH3:26])[CH2:21][C:22]([CH3:24])([CH3:25])[CH2:23]2)[CH:4]=1, predict the reactants needed to synthesize it. The reactants are: [ClH:1].[CH3:2][C:3]1[CH:8]=[CH:7][C:6]([C:9]2[CH2:10][CH2:11][N:12]([CH2:15][CH2:16][CH3:17])[CH2:13][CH:14]=2)=[C:5]([CH:18]2[CH2:23][C:22]([CH3:25])([CH3:24])[CH2:21][C:20]([CH3:27])([CH3:26])[CH2:19]2)[CH:4]=1.